From a dataset of Full USPTO retrosynthesis dataset with 1.9M reactions from patents (1976-2016). Predict the reactants needed to synthesize the given product. (1) Given the product [Cl:1][C:2]1[CH:26]=[N:25][C:5]2[NH:6][C:7]3[C:12]([C:4]=2[CH:3]=1)=[C:11]([C:13]1[CH:18]=[CH:17][CH:16]=[C:15]([S:19]([CH2:22][CH3:23])(=[O:21])=[O:20])[CH:14]=1)[CH:10]=[CH:9][C:8]=3[O:24][CH2:43][CH2:44][OH:47], predict the reactants needed to synthesize it. The reactants are: [Cl:1][C:2]1[CH:26]=[N:25][C:5]2[NH:6][C:7]3[C:12]([C:4]=2[CH:3]=1)=[C:11]([C:13]1[CH:18]=[CH:17][CH:16]=[C:15]([S:19]([CH2:22][CH3:23])(=[O:21])=[O:20])[CH:14]=1)[CH:10]=[CH:9][C:8]=3[OH:24].C(S(C1C=C(C2C=C[C:44]([O:47]CCO)=[C:43]3C=2C2C=C(C)C=NC=2N3)C=CC=1)(=O)=O)C. (2) Given the product [OH:2][CH:3]1[O:22][C@H:21]([CH2:23][OH:24])[C@@H:8]([O:9][C@@H:10]2[O:18][C@H:17]([CH2:19][OH:20])[C@H:15]([OH:16])[C@H:13]([OH:14])[C@H:11]2[OH:12])[C@H:6]([OH:7])[C@H:4]1[OH:5], predict the reactants needed to synthesize it. The reactants are: O.[OH:2][C@H:3]1[O:22][C@H:21]([CH2:23][OH:24])[C@@H:8]([O:9][C@@H:10]2[O:18][C@H:17]([CH2:19][OH:20])[C@H:15]([OH:16])[C@H:13]([OH:14])[C@H:11]2[OH:12])[C@H:6]([OH:7])[C@H:4]1[OH:5].CO. (3) Given the product [O:1]=[C:2]1[NH:6][C:5]2=[CH:14][S:15][C:16]([C:17]3[S:18][C:19]([C:26]4[S:27][CH:28]=[C:29]5[C:33]=4[NH:32][C:31](=[O:34])[NH:30]5)=[C:20]4[O:25][CH2:24][CH2:23][O:22][C:21]=34)=[C:4]2[NH:3]1, predict the reactants needed to synthesize it. The reactants are: [O:1]=[C:2]1[N:6](C(OC(C)(C)C)=O)[C:5]2=[CH:14][S:15][C:16]([C:17]3[S:18][C:19]([C:26]4[S:27][CH:28]=[C:29]5[C:33]=4[NH:32][C:31](=[O:34])[N:30]5C(OC(C)(C)C)=O)=[C:20]4[O:25][CH2:24][CH2:23][O:22][C:21]=34)=[C:4]2[NH:3]1.FC(F)(F)C(O)=O.C(=O)([O-])[O-].[Na+].[Na+]. (4) Given the product [Cl:1][C:2]1[CH:3]=[C:4]2[C:9](=[CH:10][C:11]=1[C:12]([N:14]1[CH2:15][CH2:16][CH2:17][CH2:18]1)=[O:13])[N:8]=[CH:7][N:6]=[C:5]2[NH:19][CH:20]([C:26]1[NH:30][C:29]2[CH:38]=[CH:39][C:40]([Cl:42])=[CH:41][C:28]=2[N:27]=1)[CH2:21][CH2:22][C:23]([NH:47][CH2:46][CH2:45][O:44][CH3:43])=[O:24], predict the reactants needed to synthesize it. The reactants are: [Cl:1][C:2]1[CH:3]=[C:4]2[C:9](=[CH:10][C:11]=1[C:12]([N:14]1[CH2:18][CH2:17][CH2:16][CH2:15]1)=[O:13])[N:8]=[CH:7][N:6]=[C:5]2[NH:19][CH:20]([C:26]1[N:30](C(OC(C)(C)C)=O)[C:29]2[CH:38]=[CH:39][C:40]([Cl:42])=[CH:41][C:28]=2[N:27]=1)[CH2:21][CH2:22][C:23](O)=[O:24].[CH3:43][O:44][CH2:45][CH2:46][NH2:47].CN(C(ON1N=NC2C=CC=CC1=2)=[N+](C)C)C.[B-](F)(F)(F)F.FC(F)(F)C(O)=O. (5) Given the product [N:6]1([CH2:5][C:4]([OH:15])=[O:3])[C:10]2=[N:11][CH:12]=[CH:13][CH:14]=[C:9]2[CH:8]=[N:7]1, predict the reactants needed to synthesize it. The reactants are: C([O:3][C:4](=[O:15])[CH2:5][N:6]1[C:10]2=[N:11][CH:12]=[CH:13][CH:14]=[C:9]2[CH:8]=[N:7]1)C.Cl. (6) Given the product [CH3:11][S:8]([O:33][CH:31]1[CH2:30][C:29]2([CH2:34][CH2:35][N:26]([C:23]3[CH:22]=[CH:21][C:20]([C:17]4[CH:16]=[CH:15][C:14]([F:13])=[CH:19][CH:18]=4)=[CH:25][N:24]=3)[CH2:27][CH2:28]2)[CH2:32]1)(=[O:10])=[O:9], predict the reactants needed to synthesize it. The reactants are: C(N(CC)CC)C.[S:8](Cl)([CH3:11])(=[O:10])=[O:9].[F:13][C:14]1[CH:19]=[CH:18][C:17]([C:20]2[CH:21]=[CH:22][C:23]([N:26]3[CH2:35][CH2:34][C:29]4([CH2:32][CH:31]([OH:33])[CH2:30]4)[CH2:28][CH2:27]3)=[N:24][CH:25]=2)=[CH:16][CH:15]=1.